Dataset: NCI-60 drug combinations with 297,098 pairs across 59 cell lines. Task: Regression. Given two drug SMILES strings and cell line genomic features, predict the synergy score measuring deviation from expected non-interaction effect. (1) Drug 1: CC1C(C(CC(O1)OC2CC(OC(C2O)C)OC3=CC4=CC5=C(C(=O)C(C(C5)C(C(=O)C(C(C)O)O)OC)OC6CC(C(C(O6)C)O)OC7CC(C(C(O7)C)O)OC8CC(C(C(O8)C)O)(C)O)C(=C4C(=C3C)O)O)O)O. Drug 2: CC(C)CN1C=NC2=C1C3=CC=CC=C3N=C2N. Cell line: NCIH23. Synergy scores: CSS=55.8, Synergy_ZIP=0.540, Synergy_Bliss=-0.777, Synergy_Loewe=-1.32, Synergy_HSA=-1.90. (2) Drug 1: CC1CCC2CC(C(=CC=CC=CC(CC(C(=O)C(C(C(=CC(C(=O)CC(OC(=O)C3CCCCN3C(=O)C(=O)C1(O2)O)C(C)CC4CCC(C(C4)OC)OCCO)C)C)O)OC)C)C)C)OC. Drug 2: C1CCC(C(C1)N)N.C(=O)(C(=O)[O-])[O-].[Pt+4]. Cell line: HT29. Synergy scores: CSS=53.8, Synergy_ZIP=-6.56, Synergy_Bliss=-4.92, Synergy_Loewe=-2.99, Synergy_HSA=-1.43. (3) Drug 1: CC1CCC2CC(C(=CC=CC=CC(CC(C(=O)C(C(C(=CC(C(=O)CC(OC(=O)C3CCCCN3C(=O)C(=O)C1(O2)O)C(C)CC4CCC(C(C4)OC)O)C)C)O)OC)C)C)C)OC. Drug 2: CS(=O)(=O)CCNCC1=CC=C(O1)C2=CC3=C(C=C2)N=CN=C3NC4=CC(=C(C=C4)OCC5=CC(=CC=C5)F)Cl. Cell line: OVCAR3. Synergy scores: CSS=36.0, Synergy_ZIP=2.27, Synergy_Bliss=4.81, Synergy_Loewe=8.88, Synergy_HSA=7.50. (4) Drug 1: C1=CC(=CC=C1CC(C(=O)O)N)N(CCCl)CCCl.Cl. Drug 2: CCCCC(=O)OCC(=O)C1(CC(C2=C(C1)C(=C3C(=C2O)C(=O)C4=C(C3=O)C=CC=C4OC)O)OC5CC(C(C(O5)C)O)NC(=O)C(F)(F)F)O. Cell line: HCT116. Synergy scores: CSS=9.81, Synergy_ZIP=-1.50, Synergy_Bliss=-0.0997, Synergy_Loewe=0.490, Synergy_HSA=0.650.